From a dataset of Reaction yield outcomes from USPTO patents with 853,638 reactions. Predict the reaction yield, written as a fraction of the theoretical maximum amount of product (1.0 means a 100% yield; for example, 0.34 means a 34% yield). The reactants are [CH:1]1([N:4]2[C:8]3[C:9]([O:22][C@@H:23]([C@H:25]4[CH2:29][NH:28][C:27](=[O:30])[CH2:26]4)[CH3:24])=[CH:10][C:11](B4OC(C)(C)C(C)(C)O4)=[CH:12][C:7]=3[N:6]=[CH:5]2)[CH2:3][CH2:2]1.Br[C:32]1[S:36][C:35]([CH:37]2[CH2:42][CH2:41][O:40][CH2:39][CH2:38]2)=[N:34][CH:33]=1.C([O-])([O-])=O.[Na+].[Na+].N#N. The catalyst is C1C=CC([P]([Pd]([P](C2C=CC=CC=2)(C2C=CC=CC=2)C2C=CC=CC=2)([P](C2C=CC=CC=2)(C2C=CC=CC=2)C2C=CC=CC=2)[P](C2C=CC=CC=2)(C2C=CC=CC=2)C2C=CC=CC=2)(C2C=CC=CC=2)C2C=CC=CC=2)=CC=1.C(Cl)Cl.COCCOC. The product is [CH:1]1([N:4]2[C:8]3[C:9]([O:22][C@@H:23]([C@H:25]4[CH2:29][NH:28][C:27](=[O:30])[CH2:26]4)[CH3:24])=[CH:10][C:11]([C:32]4[S:36][C:35]([CH:37]5[CH2:42][CH2:41][O:40][CH2:39][CH2:38]5)=[N:34][CH:33]=4)=[CH:12][C:7]=3[N:6]=[CH:5]2)[CH2:2][CH2:3]1. The yield is 0.523.